From a dataset of Forward reaction prediction with 1.9M reactions from USPTO patents (1976-2016). Predict the product of the given reaction. (1) Given the reactants S(Cl)(Cl)=O.[Br:5][C:6]1[CH:14]=[CH:13][C:9]([C:10]([OH:12])=O)=[C:8]([S:15]([CH3:18])(=[O:17])=[O:16])[CH:7]=1.[CH3:19][N:20]1[CH2:25][CH2:24][NH:23][CH2:22][CH2:21]1.C(N(CC)CC)C, predict the reaction product. The product is: [Br:5][C:6]1[CH:14]=[CH:13][C:9]([C:10]([N:23]2[CH2:24][CH2:25][N:20]([CH3:19])[CH2:21][CH2:22]2)=[O:12])=[C:8]([S:15]([CH3:18])(=[O:17])=[O:16])[CH:7]=1. (2) Given the reactants [C:1]([NH:4][CH2:5][CH2:6][C:7]1[CH:12]=[CH:11][CH:10]=[CH:9][CH:8]=1)(=[O:3])[CH3:2].[H-].[Na+].[CH2:15](I)[CH2:16][CH2:17][CH2:18][CH3:19], predict the reaction product. The product is: [CH2:15]([N:4]([CH2:5][CH2:6][C:7]1[CH:12]=[CH:11][CH:10]=[CH:9][CH:8]=1)[C:1](=[O:3])[CH3:2])[CH2:16][CH2:17][CH2:18][CH3:19]. (3) The product is: [CH:28]1([C:16]2[C:17]3[O:24][C:21]4([CH2:23][CH2:22]4)[CH2:20][C:19]([CH3:25])([CH3:26])[C:18]=3[CH:27]=[C:14]([C:13]#[C:12][C:9]3[CH:8]=[CH:7][C:6]([CH:4]([CH3:5])[C:3]([OH:31])=[O:2])=[CH:11][CH:10]=3)[CH:15]=2)[CH2:29][CH2:30]1. Given the reactants C[O:2][C:3](=[O:31])[CH:4]([C:6]1[CH:11]=[CH:10][C:9]([C:12]#[C:13][C:14]2[CH:15]=[C:16]([CH:28]3[CH2:30][CH2:29]3)[C:17]3[O:24][C:21]4([CH2:23][CH2:22]4)[CH2:20][C:19]([CH3:26])([CH3:25])[C:18]=3[CH:27]=2)=[CH:8][CH:7]=1)[CH3:5].[OH-].[Na+], predict the reaction product. (4) Given the reactants [CH2:1]([C:3]1[CH:11]=[CH:10][C:6]([C:7]([OH:9])=O)=[CH:5][CH:4]=1)[CH3:2].C(Cl)(=O)C(Cl)=O.[Br:18][C:19]1[CH:24]=[CH:23][C:22]([Cl:25])=[CH:21][C:20]=1[O:26][CH3:27].[Al+3].[Cl-].[Cl-].[Cl-], predict the reaction product. The product is: [Br:18][C:19]1[C:20]([O:26][CH3:27])=[CH:21][C:22]([Cl:25])=[C:23]([C:7]([C:6]2[CH:5]=[CH:4][C:3]([CH2:1][CH3:2])=[CH:11][CH:10]=2)=[O:9])[CH:24]=1. (5) The product is: [C:28]([NH:32][CH2:33][CH2:34][CH2:35][NH:36][C:13]([C:10]1[S:11][CH:12]=[C:8]([C:5]2[CH:4]=[CH:3][C:2]([Cl:1])=[CH:7][CH:6]=2)[N:9]=1)=[O:15])([CH3:31])([CH3:30])[CH3:29]. Given the reactants [Cl:1][C:2]1[CH:7]=[CH:6][C:5]([C:8]2[N:9]=[C:10]([C:13]([OH:15])=O)[S:11][CH:12]=2)=[CH:4][CH:3]=1.C1N=CN(C(N2C=NC=C2)=O)C=1.[C:28]([NH:32][CH2:33][CH2:34][CH2:35][NH2:36])([CH3:31])([CH3:30])[CH3:29].C(Cl)(Cl)Cl, predict the reaction product. (6) Given the reactants [F:1][C:2]1[CH:26]=[CH:25][CH:24]=[C:23]([F:27])[C:3]=1[CH2:4][O:5][C:6]1[C:7]2[N:8]([C:12]([C:16]([NH:18][C@H:19]([CH3:22])[CH2:20][OH:21])=[O:17])=[C:13]([CH3:15])[N:14]=2)[CH:9]=[CH:10][CH:11]=1.CC(OI1(OC(C)=O)(OC(C)=O)OC(=O)C2C=CC=CC1=2)=O.N1C=CC=CC=1, predict the reaction product. The product is: [F:1][C:2]1[CH:26]=[CH:25][CH:24]=[C:23]([F:27])[C:3]=1[CH2:4][O:5][C:6]1[C:7]2[N:8]([C:12]([C:16]([NH:18][C@H:19]([CH3:22])[CH:20]=[O:21])=[O:17])=[C:13]([CH3:15])[N:14]=2)[CH:9]=[CH:10][CH:11]=1. (7) Given the reactants [CH3:1][O:2][C:3]1[CH:8]=[CH:7][C:6]([C:9]2[N:13]([C:14]3[CH:15]=[N:16][C:17]([O:20][CH3:21])=[CH:18][CH:19]=3)[N:12]=[C:11]([OH:22])[N:10]=2)=[CH:5][CH:4]=1.C(=O)([O-])[O-].[K+].[K+].I[CH2:30][C:31]([F:34])([F:33])[F:32].C(OCC)(=O)C, predict the reaction product. The product is: [CH3:21][O:20][C:17]1[CH:18]=[CH:19][C:14]([N:13]2[C:9]([C:6]3[CH:7]=[CH:8][C:3]([O:2][CH3:1])=[CH:4][CH:5]=3)=[N:10][C:11]([O:22][CH2:30][C:31]([F:34])([F:33])[F:32])=[N:12]2)=[CH:15][N:16]=1. (8) Given the reactants C(OC([N:8]([CH3:15])[C:9]([CH3:14])([CH3:13])[C:10]([OH:12])=O)=O)(C)(C)C.[F:16][C:17]([F:33])([F:32])[C:18]1[CH:23]=[CH:22][C:21]([C:24]2[CH:29]=[CH:28][CH:27]=[C:26]([CH2:30][NH2:31])[CH:25]=2)=[CH:20][CH:19]=1.CCN(C(C)C)C(C)C.CN(C(ON1N=NC2C=CC=NC1=2)=[N+](C)C)C.F[P-](F)(F)(F)(F)F, predict the reaction product. The product is: [CH3:14][C:9]([NH:8][CH3:15])([CH3:13])[C:10]([NH:31][CH2:30][C:26]1[CH:25]=[C:24]([C:21]2[CH:22]=[CH:23][C:18]([C:17]([F:16])([F:32])[F:33])=[CH:19][CH:20]=2)[CH:29]=[CH:28][CH:27]=1)=[O:12]. (9) Given the reactants [CH3:1][C:2]([CH3:7])([CH3:6])[C:3](Cl)=[O:4].[NH2:8][C:9]1[C:14]([C:15]([O:17][CH3:18])=[O:16])=[C:13]([N+:19]([O-:21])=[O:20])[C:12]([Br:22])=[CH:11][CH:10]=1, predict the reaction product. The product is: [Br:22][C:12]1[C:13]([N+:19]([O-:21])=[O:20])=[C:14]([C:9]([NH:8][C:3](=[O:4])[C:2]([CH3:7])([CH3:6])[CH3:1])=[CH:10][CH:11]=1)[C:15]([O:17][CH3:18])=[O:16].